Dataset: Full USPTO retrosynthesis dataset with 1.9M reactions from patents (1976-2016). Task: Predict the reactants needed to synthesize the given product. (1) Given the product [Cl:1][C:2]1[N:7]=[CH:6][C:5]([CH2:8][C:9]([NH:25][C:22]2[CH:21]=[CH:20][C:19]([C:15]3[N:14]=[N:13][CH:18]=[CH:17][CH:16]=3)=[CH:24][N:23]=2)=[O:11])=[CH:4][C:3]=1[CH3:12], predict the reactants needed to synthesize it. The reactants are: [Cl:1][C:2]1[N:7]=[CH:6][C:5]([CH2:8][C:9]([OH:11])=O)=[CH:4][C:3]=1[CH3:12].[N:13]1[CH:18]=[CH:17][CH:16]=[C:15]([C:19]2[CH:20]=[CH:21][C:22]([NH2:25])=[N:23][CH:24]=2)[N:14]=1.C1(N=C=NC2CCCCC2)CCCCC1. (2) Given the product [Br:35][CH2:14][C:11]1[CH:12]=[CH:13][C:8]([C:5]2[CH:4]=[CH:3][C:2]([F:1])=[CH:7][N:6]=2)=[CH:9][CH:10]=1, predict the reactants needed to synthesize it. The reactants are: [F:1][C:2]1[CH:3]=[CH:4][C:5]([C:8]2[CH:13]=[CH:12][C:11]([CH2:14]O)=[CH:10][CH:9]=2)=[N:6][CH:7]=1.C1(P(C2C=CC=CC=2)C2C=CC=CC=2)C=CC=CC=1.[Br:35]N1C(=O)CCC1=O.